Dataset: NCI-60 drug combinations with 297,098 pairs across 59 cell lines. Task: Regression. Given two drug SMILES strings and cell line genomic features, predict the synergy score measuring deviation from expected non-interaction effect. (1) Drug 1: C1=CC(=CC=C1CC(C(=O)O)N)N(CCCl)CCCl.Cl. Drug 2: CC12CCC3C(C1CCC2O)C(CC4=C3C=CC(=C4)O)CCCCCCCCCS(=O)CCCC(C(F)(F)F)(F)F. Cell line: EKVX. Synergy scores: CSS=-3.66, Synergy_ZIP=-0.980, Synergy_Bliss=-3.90, Synergy_Loewe=-5.38, Synergy_HSA=-5.37. (2) Drug 1: CC1C(C(CC(O1)OC2CC(CC3=C2C(=C4C(=C3O)C(=O)C5=C(C4=O)C(=CC=C5)OC)O)(C(=O)CO)O)N)O.Cl. Drug 2: CC(CN1CC(=O)NC(=O)C1)N2CC(=O)NC(=O)C2. Cell line: HOP-92. Synergy scores: CSS=9.79, Synergy_ZIP=2.37, Synergy_Bliss=-2.59, Synergy_Loewe=3.06, Synergy_HSA=-0.607. (3) Drug 1: CC1=C2C(C(=O)C3(C(CC4C(C3C(C(C2(C)C)(CC1OC(=O)C(C(C5=CC=CC=C5)NC(=O)C6=CC=CC=C6)O)O)OC(=O)C7=CC=CC=C7)(CO4)OC(=O)C)O)C)OC(=O)C. Drug 2: CC1CC(C(C(C=C(C(C(C=CC=C(C(=O)NC2=CC(=O)C(=C(C1)C2=O)OC)C)OC)OC(=O)N)C)C)O)OC. Cell line: HT29. Synergy scores: CSS=79.4, Synergy_ZIP=-1.96, Synergy_Bliss=-4.14, Synergy_Loewe=-2.92, Synergy_HSA=0.209. (4) Drug 1: CC1CCC2CC(C(=CC=CC=CC(CC(C(=O)C(C(C(=CC(C(=O)CC(OC(=O)C3CCCCN3C(=O)C(=O)C1(O2)O)C(C)CC4CCC(C(C4)OC)OCCO)C)C)O)OC)C)C)C)OC. Drug 2: COC1=C2C(=CC3=C1OC=C3)C=CC(=O)O2. Cell line: HT29. Synergy scores: CSS=18.5, Synergy_ZIP=-4.56, Synergy_Bliss=-2.41, Synergy_Loewe=-39.0, Synergy_HSA=-1.84. (5) Drug 1: C1=CC(=CC=C1CCCC(=O)O)N(CCCl)CCCl. Drug 2: CS(=O)(=O)OCCCCOS(=O)(=O)C. Cell line: OVCAR3. Synergy scores: CSS=9.71, Synergy_ZIP=-6.08, Synergy_Bliss=-3.78, Synergy_Loewe=-11.6, Synergy_HSA=-4.14. (6) Drug 1: C1=CC(=C2C(=C1NCCNCCO)C(=O)C3=C(C=CC(=C3C2=O)O)O)NCCNCCO. Drug 2: CC1CCCC2(C(O2)CC(NC(=O)CC(C(C(=O)C(C1O)C)(C)C)O)C(=CC3=CSC(=N3)C)C)C. Cell line: NCI-H226. Synergy scores: CSS=47.8, Synergy_ZIP=4.20, Synergy_Bliss=4.06, Synergy_Loewe=4.08, Synergy_HSA=4.50. (7) Drug 1: C1=C(C(=O)NC(=O)N1)F. Drug 2: CC12CCC3C(C1CCC2O)C(CC4=C3C=CC(=C4)O)CCCCCCCCCS(=O)CCCC(C(F)(F)F)(F)F. Cell line: MCF7. Synergy scores: CSS=43.5, Synergy_ZIP=2.41, Synergy_Bliss=1.23, Synergy_Loewe=15.0, Synergy_HSA=15.4. (8) Synergy scores: CSS=37.0, Synergy_ZIP=8.20, Synergy_Bliss=9.19, Synergy_Loewe=-30.9, Synergy_HSA=8.56. Drug 2: CC1C(C(CC(O1)OC2CC(CC3=C2C(=C4C(=C3O)C(=O)C5=C(C4=O)C(=CC=C5)OC)O)(C(=O)C)O)N)O.Cl. Cell line: NCI-H460. Drug 1: CC12CCC(CC1=CCC3C2CCC4(C3CC=C4C5=CN=CC=C5)C)O. (9) Drug 1: CC1=C(C=C(C=C1)C(=O)NC2=CC(=CC(=C2)C(F)(F)F)N3C=C(N=C3)C)NC4=NC=CC(=N4)C5=CN=CC=C5. Drug 2: CC1CCCC2(C(O2)CC(NC(=O)CC(C(C(=O)C(C1O)C)(C)C)O)C(=CC3=CSC(=N3)C)C)C. Cell line: MDA-MB-435. Synergy scores: CSS=64.3, Synergy_ZIP=1.28, Synergy_Bliss=0.872, Synergy_Loewe=-25.1, Synergy_HSA=2.96.